This data is from Full USPTO retrosynthesis dataset with 1.9M reactions from patents (1976-2016). The task is: Predict the reactants needed to synthesize the given product. (1) Given the product [C:16]([O:20][C:21](=[O:22])[NH:23][C:24]1[CH:29]=[CH:28][C:27]([C:12]2[S:11][C:10]([C:6]3([OH:9])[CH2:7][CH2:8][N:3]([CH2:1][CH3:2])[CH2:4][CH2:5]3)=[N:14][CH:13]=2)=[CH:26][C:25]=1[F:33])([CH3:19])([CH3:17])[CH3:18], predict the reactants needed to synthesize it. The reactants are: [CH2:1]([N:3]1[CH2:8][CH2:7][C:6]([C:10]2[S:11][C:12](I)=[CH:13][N:14]=2)([OH:9])[CH2:5][CH2:4]1)[CH3:2].[C:16]([O:20][C:21]([NH:23][C:24]1[CH:29]=[CH:28][C:27](B(O)O)=[CH:26][C:25]=1[F:33])=[O:22])([CH3:19])([CH3:18])[CH3:17].[F-].[Cs+].C(COC)OC. (2) Given the product [Br:1][C:2]1[CH:3]=[C:4]([S:9][OH:10])[CH:5]=[N:6][C:7]=1[Cl:8], predict the reactants needed to synthesize it. The reactants are: [Br:1][C:2]1[CH:3]=[C:4]([S:9](Cl)(=O)=[O:10])[CH:5]=[N:6][C:7]=1[Cl:8].S([O-])([O-])=O.[Na+].[Na+].C(=O)(O)[O-].[Na+].O. (3) Given the product [OH:48][CH2:47][CH2:49][NH:50][C:31](=[O:32])[NH:30][C:27]1[CH:26]=[CH:25][C:24]([C:10]2[C:11]3[CH2:16][N:15]([C:17]([O:19][C:20]([CH3:23])([CH3:22])[CH3:21])=[O:18])[CH2:14][C:12]=3[N:13]=[C:8]([N:7]3[CH2:6][CH2:5][O:4][CH2:3][C@@H:2]3[CH3:1])[N:9]=2)=[CH:29][CH:28]=1, predict the reactants needed to synthesize it. The reactants are: [CH3:1][C@@H:2]1[N:7]([C:8]2[N:9]=[C:10]([C:24]3[CH:29]=[CH:28][C:27]([NH:30][C:31](OC4C=CC=CC=4)=[O:32])=[CH:26][CH:25]=3)[C:11]3[CH2:16][N:15]([C:17]([O:19][C:20]([CH3:23])([CH3:22])[CH3:21])=[O:18])[CH2:14][C:12]=3[N:13]=2)[CH2:6][CH2:5][O:4][CH2:3]1.CCN(CC)CC.[CH2:47]([CH2:49][NH2:50])[OH:48]. (4) Given the product [Cl:1][C:2]1[CH:3]=[CH:4][C:5]([C:8]2([C:13]3[CH:18]=[CH:17][C:16]4[C:15]([CH:14]=3)=[C:28]([C:22]3[CH:27]=[CH:26][CH:25]=[CH:24][CH:23]=3)[O:20][N:19]=4)[O:9][CH2:10][CH2:11][O:12]2)=[CH:6][CH:7]=1, predict the reactants needed to synthesize it. The reactants are: [Cl:1][C:2]1[CH:7]=[CH:6][C:5]([C:8]2([C:13]3[CH:18]=[CH:17][C:16]([N+:19]([O-])=[O:20])=[CH:15][CH:14]=3)[O:12][CH2:11][CH2:10][O:9]2)=[CH:4][CH:3]=1.[C:22]1([CH2:28]C#N)[CH:27]=[CH:26][CH:25]=[CH:24][CH:23]=1.[OH-].[Na+]. (5) Given the product [Cl:20][C:14]1[CH:15]=[CH:16][C:17]([Cl:19])=[CH:18][C:13]=1[O:12][C:7]1[C:6]([C:4]([OH:5])=[O:3])=[CH:11][N:10]=[CH:9][N:8]=1, predict the reactants needed to synthesize it. The reactants are: C([O:3][C:4]([C:6]1[C:7]([O:12][C:13]2[CH:18]=[C:17]([Cl:19])[CH:16]=[CH:15][C:14]=2[Cl:20])=[N:8][CH:9]=[N:10][CH:11]=1)=[O:5])C.[OH-].[Na+]. (6) Given the product [NH2:1][C:4]1[S:8][C:7]([C:9]2[CH:10]=[CH:11][C:12]([NH2:15])=[N:13][CH:14]=2)=[CH:6][CH:5]=1, predict the reactants needed to synthesize it. The reactants are: [N+:1]([C:4]1[S:8][C:7]([C:9]2[CH:10]=[CH:11][C:12]([NH2:15])=[N:13][CH:14]=2)=[CH:6][CH:5]=1)([O-])=O.CC(O)C. (7) The reactants are: Br[C:2]1[CH:7]=[CH:6][C:5]([C:8]#[N:9])=[CH:4][N:3]=1.[CH:10]1([NH2:13])[CH2:12][CH2:11]1. Given the product [CH:10]1([NH:13][C:2]2[CH:7]=[CH:6][C:5]([C:8]#[N:9])=[CH:4][N:3]=2)[CH2:12][CH2:11]1, predict the reactants needed to synthesize it. (8) Given the product [OH-:15].[NH4+:3].[Cl:17][C:11]1[CH:10]=[C:9]([NH:8][C:6]2[N:5]=[C:4]([NH:18][CH2:19][CH:20]3[CH2:25][CH2:24][CH2:23][CH2:22][CH2:21]3)[N:3]=[C:2]([N:33]([CH3:34])[CH:30]3[CH2:31][CH2:32][N:27]([CH3:26])[CH2:28][CH2:29]3)[N:7]=2)[CH:14]=[CH:13][C:12]=1[O:15][CH3:16], predict the reactants needed to synthesize it. The reactants are: Cl[C:2]1[N:7]=[C:6]([NH:8][C:9]2[CH:14]=[CH:13][C:12]([O:15][CH3:16])=[C:11]([Cl:17])[CH:10]=2)[N:5]=[C:4]([NH:18][CH2:19][CH:20]2[CH2:25][CH2:24][CH2:23][CH2:22][CH2:21]2)[N:3]=1.[CH3:26][N:27]1[CH2:32][CH2:31][CH:30]([NH:33][CH3:34])[CH2:29][CH2:28]1.[OH-].[Na+].Cl.